This data is from Full USPTO retrosynthesis dataset with 1.9M reactions from patents (1976-2016). The task is: Predict the reactants needed to synthesize the given product. (1) Given the product [CH3:25][C:26]1[N:27]=[N:28][N:29]([CH2:31][C:32]2[CH:37]=[C:36]([C:38]([F:40])([F:39])[F:41])[CH:35]=[CH:34][C:33]=2/[CH:42]=[CH:43]/[C:44]([N:50]2[CH2:51][CH2:52][N:47]([C:53]([O:55][C:56]([CH3:59])([CH3:58])[CH3:57])=[O:54])[CH2:48][CH2:49]2)=[O:45])[N:30]=1, predict the reactants needed to synthesize it. The reactants are: C(P1(=O)OP(CCC)(=O)OP(CCC)(=O)O1)CC.CCOC(C)=O.[CH3:25][C:26]1[N:27]=[N:28][N:29]([CH2:31][C:32]2[CH:37]=[C:36]([C:38]([F:41])([F:40])[F:39])[CH:35]=[CH:34][C:33]=2/[CH:42]=[CH:43]/[C:44](O)=[O:45])[N:30]=1.[N:47]1([C:53]([O:55][C:56]([CH3:59])([CH3:58])[CH3:57])=[O:54])[CH2:52][CH2:51][NH:50][CH2:49][CH2:48]1.C(N(CC)CC)C.C(=O)(O)[O-].[Na+]. (2) The reactants are: [CH3:1][NH:2][C:3]([C:5]1[N:10]=[CH:9][C:8]([CH2:11][CH2:12][C:13]([OH:15])=O)=[CH:7][CH:6]=1)=[O:4].[NH2:16][CH2:17][C:18]([N:20]([C:22]1[CH:27]=[CH:26][C:25]([Cl:28])=[C:24]([CH2:29][O:30][C:31]2[CH:32]=[CH:33][CH:34]=[C:35]3[C:40]=2[N:39]=[C:38]([CH3:41])[CH:37]=[C:36]3[O:42][CH2:43][C:44]2[CH:49]=[CH:48][CH:47]=[CH:46][N:45]=2)[C:23]=1[Cl:50])[CH3:21])=[O:19].ClC1C(COC2C3N=C(OC)N(CC4C=CC=CN=4)C=3C=CC=2)=C(Cl)C=CC=1N(C)C(=O)CNC(=O)CCC1C=CC(C(NCCOC)=O)=CC=1. Given the product [Cl:50][C:23]1[C:24]([CH2:29][O:30][C:31]2[CH:32]=[CH:33][CH:34]=[C:35]3[C:40]=2[N:39]=[C:38]([CH3:41])[CH:37]=[C:36]3[O:42][CH2:43][C:44]2[CH:49]=[CH:48][CH:47]=[CH:46][N:45]=2)=[C:25]([Cl:28])[CH:26]=[CH:27][C:22]=1[N:20]([CH3:21])[C:18](=[O:19])[CH2:17][NH:16][C:13](=[O:15])[CH2:12][CH2:11][C:8]1[CH:7]=[CH:6][C:5]([C:3]([NH:2][CH3:1])=[O:4])=[N:10][CH:9]=1, predict the reactants needed to synthesize it. (3) Given the product [C:36]([C@@H:34]([C@H:32]([C:31]([OH:40])=[O:39])[OH:33])[OH:35])([OH:38])=[O:37].[C:36]([C@@H:34]([C@H:32]([C:31]([OH:40])=[O:39])[OH:33])[OH:35])([OH:38])=[O:37].[N:12]1[CH:17]=[CH:16][CH:15]=[CH:14][C:13]=1[N:18]1[CH2:19][CH2:20][N:21]([CH2:2][C:3]2[NH:4][C:5]3[CH:11]=[CH:10][CH:9]=[CH:8][C:6]=3[N:7]=2)[CH2:22][CH2:23]1, predict the reactants needed to synthesize it. The reactants are: Cl[CH2:2][C:3]1[NH:4][C:5]2[CH:11]=[CH:10][CH:9]=[CH:8][C:6]=2[N:7]=1.[N:12]1[CH:17]=[CH:16][CH:15]=[CH:14][C:13]=1[N:18]1[CH2:23][CH2:22][NH:21][CH2:20][CH2:19]1.C(N(CC)CC)C.[C:31]([OH:40])(=[O:39])[CH:32]([CH:34]([C:36]([OH:38])=[O:37])[OH:35])[OH:33]. (4) The reactants are: C([O:3][C:4](=[O:41])[C:5]([CH3:40])([O:33][C:34]1[CH:39]=[CH:38][CH:37]=[CH:36][CH:35]=1)[CH2:6][C:7]1[CH:12]=[CH:11][C:10]([O:13][CH2:14][CH2:15][CH:16]2[CH2:20][N:19]([CH2:21][C:22]3[CH:27]=[CH:26][C:25]([CH3:28])=[CH:24][CH:23]=3)[C:18](=[O:29])[N:17]2[CH2:30][CH2:31][CH3:32])=[CH:9][CH:8]=1)C.[OH-].[Na+]. Given the product [CH3:40][C:5]([O:33][C:34]1[CH:39]=[CH:38][CH:37]=[CH:36][CH:35]=1)([CH2:6][C:7]1[CH:8]=[CH:9][C:10]([O:13][CH2:14][CH2:15][CH:16]2[CH2:20][N:19]([CH2:21][C:22]3[CH:23]=[CH:24][C:25]([CH3:28])=[CH:26][CH:27]=3)[C:18](=[O:29])[N:17]2[CH2:30][CH2:31][CH3:32])=[CH:11][CH:12]=1)[C:4]([OH:41])=[O:3], predict the reactants needed to synthesize it.